The task is: Predict which catalyst facilitates the given reaction.. This data is from Catalyst prediction with 721,799 reactions and 888 catalyst types from USPTO. (1) Reactant: [NH:1]1[C:9]2[C:4](=[C:5]([NH:10][C:11]3[C:20]([C:21]4[CH:26]=[C:25](S(C)=O)[N:24]=[C:23]([CH3:30])[N:22]=4)=[N:19][C:18]4[C:13](=[CH:14][CH:15]=[CH:16][CH:17]=4)[N:12]=3)[CH:6]=[CH:7][CH:8]=2)[CH:3]=[N:2]1.[NH3:31]. Product: [NH2:31][C:25]1[N:24]=[C:23]([CH3:30])[N:22]=[C:21]([C:20]2[C:11]([NH:10][C:5]3[CH:6]=[CH:7][CH:8]=[C:9]4[C:4]=3[CH:3]=[N:2][NH:1]4)=[N:12][C:13]3[C:18]([N:19]=2)=[CH:17][CH:16]=[CH:15][CH:14]=3)[CH:26]=1. The catalyst class is: 12. (2) Reactant: C(=O)C.[NH2:4][C:5]1[CH:10]=[CH:9][CH:8]=CC=1.P(O)(O[C:14]1[CH:19]=CC=[CH:16][CH:15]=1)(O[C:14]1[CH:19]=CC=[CH:16][CH:15]=1)=O.[CH:28](/[NH:31][C:32](=[O:41])[O:33][CH2:34][C:35]1[CH:40]=[CH:39][CH:38]=[CH:37][CH:36]=1)=[CH:29]\[CH3:30]. Product: [CH3:19][C@H:14]1[C@H:15]([CH3:16])[C@@H:28]([NH:31][C:32](=[O:41])[O:33][CH2:34][C:35]2[CH:36]=[CH:37][CH:38]=[CH:39][CH:40]=2)[C:29]2[C:5](=[CH:10][CH:9]=[CH:8][CH:30]=2)[NH:4]1. The catalyst class is: 2. (3) Product: [CH:27]([N:24]1[C:25]2[C:21](=[CH:20][CH:19]=[C:18]([CH2:5][C@@H:6]3[CH2:10][CH2:9][CH2:8][N:7]3[CH3:11])[CH:26]=2)[CH:22]=[CH:23]1)([CH3:28])[CH3:29]. Reactant: ClCCl.O[CH:5]([C:18]1[CH:26]=[C:25]2[C:21]([CH:22]=[CH:23][N:24]2[CH:27]([CH3:29])[CH3:28])=[CH:20][CH:19]=1)[C@@H:6]1[CH2:10][CH2:9][CH2:8][N:7]1[C:11](OC(C)(C)C)=O.CS(Cl)(=O)=O. The catalyst class is: 424. (4) Reactant: [CH3:1][Si]([N-][Si](C)(C)C)(C)C.[Na+].[O:11]1[C:15]2([CH2:20][CH2:19][O:18][CH2:17][CH:16]2[CH2:21][CH2:22][CH2:23][CH:24]=O)[O:14][CH2:13][CH2:12]1. Product: [CH2:21]([CH:16]1[CH2:17][O:18][CH2:19][CH2:20][C:15]21[O:11][CH2:12][CH2:13][O:14]2)[CH2:22][CH2:23][CH:24]=[CH2:1]. The catalyst class is: 629. (5) Reactant: [CH3:1][CH:2]1[CH2:7][CH2:6][NH:5][CH2:4][CH2:3]1.[Br:8][C:9]1[CH:14]=[CH:13][C:12](/[C:15](/[CH3:19])=[CH:16]/[CH2:17]Cl)=[CH:11][CH:10]=1. Product: [Br:8][C:9]1[CH:14]=[CH:13][C:12](/[C:15](/[CH3:19])=[CH:16]/[CH2:17][N:5]2[CH2:6][CH2:7][CH:2]([CH3:1])[CH2:3][CH2:4]2)=[CH:11][CH:10]=1. The catalyst class is: 3. (6) The catalyst class is: 1. Product: [CH:1]1([N:4]2[C:8]([NH:14][C:17](=[O:25])[O:42][C:38]([CH3:41])([CH3:40])[CH3:39])=[CH:7][CH:6]=[N:5]2)[CH2:2][CH2:3]1. Reactant: [CH:1]1([N:4]2[C:8](C(O)=O)=[CH:7][CH:6]=[N:5]2)[CH2:3][CH2:2]1.C([N:14]([CH2:17]C)CC)C.C1C=CC([O:25]P(OC2C=CC=CC=2)(N=[N+]=[N-])=O)=CC=1.[C:38]([OH:42])([CH3:41])([CH3:40])[CH3:39]. (7) Reactant: F[C:2]1[CH:3]=[C:4]([N+:8]([O-:10])=[O:9])[CH:5]=[CH:6][CH:7]=1.C(N(CC)CC)C.[N:18]1([C:24]([O:26][CH2:27][CH3:28])=[O:25])[CH2:23][CH2:22][NH:21][CH2:20][CH2:19]1.C(O)C. Product: [CH2:27]([O:26][C:24]([N:18]1[CH2:19][CH2:20][N:21]([C:2]2[CH:7]=[CH:6][CH:5]=[C:4]([N+:8]([O-:10])=[O:9])[CH:3]=2)[CH2:22][CH2:23]1)=[O:25])[CH3:28]. The catalyst class is: 37. (8) Reactant: Cl.[CH2:2]([NH2:4])[CH3:3].C[Al](C)C.[Cl:9][C:10]1[CH:11]=[CH:12][CH:13]=[C:14]2[C:19]=1[N:18]=[CH:17][C:16]([CH3:20])=[C:15]2[C:21]1[CH:22]=[C:23]([CH:35]=[CH:36][CH:37]=1)[O:24][C:25]1[CH:26]=[C:27]([CH:32]=[CH:33][CH:34]=1)[C:28]([O:30]C)=O.O. Product: [Cl:9][C:10]1[CH:11]=[CH:12][CH:13]=[C:14]2[C:19]=1[N:18]=[CH:17][C:16]([CH3:20])=[C:15]2[C:21]1[CH:22]=[C:23]([CH:35]=[CH:36][CH:37]=1)[O:24][C:25]1[CH:26]=[C:27]([CH:32]=[CH:33][CH:34]=1)[C:28]([NH:4][CH2:2][CH3:3])=[O:30]. The catalyst class is: 11.